Dataset: Forward reaction prediction with 1.9M reactions from USPTO patents (1976-2016). Task: Predict the product of the given reaction. (1) Given the reactants [F:1][C:2]1[C:3]([NH:13][CH3:14])=[CH:4][C:5]2[O:10][CH2:9][NH:8][C:7](=[O:11])[C:6]=2[CH:12]=1.I[C:16]1[CH:17]=[C:18](C)[C:19]([NH2:22])=[N:20][CH:21]=1, predict the reaction product. The product is: [NH2:22][C:19]1[N:20]=[CH:21][C:16]([N:8]2[C:7](=[O:11])[C:6]3[CH:12]=[C:2]([F:1])[C:3]([NH:13][CH3:14])=[CH:4][C:5]=3[O:10][CH2:9]2)=[CH:17][CH:18]=1. (2) Given the reactants C[O:2][C:3]1[CH:4]=[C:5]2[C:10](=[CH:11][CH:12]=1)[N:9]=[C:8]([C@:13]1([CH3:19])[CH2:17][O:16][C:15](=[O:18])[NH:14]1)[N:7]=[CH:6]2.C(Cl)Cl.B(Br)(Br)Br.[Cl-].C([O-])(O)=O.[Na+], predict the reaction product. The product is: [OH:2][C:3]1[CH:4]=[C:5]2[C:10](=[CH:11][CH:12]=1)[N:9]=[C:8]([C@:13]1([CH3:19])[CH2:17][O:16][C:15](=[O:18])[NH:14]1)[N:7]=[CH:6]2. (3) Given the reactants [CH:1]1([CH2:4][O:5][C:6]2[CH:11]=[C:10]([F:12])[CH:9]=[CH:8][C:7]=2[C:13]2[N:17]([CH3:18])[CH:16]=[N:15][C:14]=2[C:19]2[CH:24]=[C:23]([C:25]3[N:26]=[N:27][N:28]([CH2:31][C:32]4[CH:37]=[CH:36][C:35]([O:38][CH3:39])=[CH:34][CH:33]=4)[C:29]=3I)[CH:22]=[CH:21][N:20]=2)[CH2:3][CH2:2]1.[Cl-:40].[K+].O, predict the reaction product. The product is: [Cl:40][C:29]1[N:28]([CH2:31][C:32]2[CH:37]=[CH:36][C:35]([O:38][CH3:39])=[CH:34][CH:33]=2)[N:27]=[N:26][C:25]=1[C:23]1[CH:22]=[CH:21][N:20]=[C:19]([C:14]2[N:15]=[CH:16][N:17]([CH3:18])[C:13]=2[C:7]2[CH:8]=[CH:9][C:10]([F:12])=[CH:11][C:6]=2[O:5][CH2:4][CH:1]2[CH2:3][CH2:2]2)[CH:24]=1. (4) Given the reactants [Li]CCCC.CC1(C)CCCC(C)(C)N1.[CH:16]1([C@H:20]([NH:22][C:23]2[N:31]=[C:30]([C:32]#[N:33])[N:29]=[C:28]3[C:24]=2[N:25]([CH2:34][C@H:35]2[CH2:40][CH2:39][C@H:38]([CH3:41])[CH2:37][CH2:36]2)[CH:26]=[N:27]3)[CH3:21])[CH2:19][CH2:18][CH2:17]1.Br[CH2:43][C:44]1[CH:51]=[CH:50][CH:49]=[CH:48][C:45]=1[CH:46]=[O:47], predict the reaction product. The product is: [CH:16]1([C@H:20]([NH:22][C:23]2[N:31]=[C:30]([C:32]#[N:33])[N:29]=[C:28]3[C:24]=2[N:25]([CH2:34][C@H:35]2[CH2:36][CH2:37][C@H:38]([CH3:41])[CH2:39][CH2:40]2)[C:26]([CH:46]2[C:45]4[C:44](=[CH:51][CH:50]=[CH:49][CH:48]=4)[CH2:43][O:47]2)=[N:27]3)[CH3:21])[CH2:19][CH2:18][CH2:17]1. (5) Given the reactants Br[C:2]1[CH:10]=[C:9]([C:11]([F:14])([F:13])[F:12])[CH:8]=[C:7]2[C:3]=1[CH:4]=[N:5][NH:6]2.CC1(C)C(C)(C)OB([C:23]2[CH:28]=[CH:27][N:26]=[C:25]([C:29]([O:31]C)=[O:30])[CH:24]=2)O1.[C:34]([O-:37])(O)=[O:35].[Na+], predict the reaction product. The product is: [C:34]([OH:37])([C:11]([F:14])([F:13])[F:12])=[O:35].[F:12][C:11]([F:14])([F:13])[C:9]1[CH:8]=[C:7]2[C:3]([CH:4]=[N:5][NH:6]2)=[C:2]([C:23]2[CH:28]=[CH:27][N:26]=[C:25]([C:29]([OH:31])=[O:30])[CH:24]=2)[CH:10]=1. (6) Given the reactants [CH2:1]([O:3][CH:4]([O:31][CH2:32][CH3:33])[C:5]1[CH:6]=[CH:7][C:8]([C:11]2[S:19][C:18]3[C:13](=[N:14][CH:15]=[CH:16][C:17]=3[O:20][C:21]3[CH:26]=[CH:25][C:24]([N+:27]([O-])=O)=[CH:23][C:22]=3[F:30])[CH:12]=2)=[N:9][CH:10]=1)[CH3:2], predict the reaction product. The product is: [CH2:32]([O:31][CH:4]([O:3][CH2:1][CH3:2])[C:5]1[CH:6]=[CH:7][C:8]([C:11]2[S:19][C:18]3[C:13](=[N:14][CH:15]=[CH:16][C:17]=3[O:20][C:21]3[CH:26]=[CH:25][C:24]([NH2:27])=[CH:23][C:22]=3[F:30])[CH:12]=2)=[N:9][CH:10]=1)[CH3:33]. (7) Given the reactants [Cl:1][C:2]1[S:10][C:9]2[S:8](=[O:12])(=[O:11])[NH:7][CH2:6][C:5]([C:14]3[CH:23]=[CH:22][C:21]4[C:16](=[CH:17][CH:18]=[CH:19][CH:20]=4)[CH:15]=3)([OH:13])[C:4]=2[CH:3]=1.[CH3:24][Si:25]([CH3:32])([CH3:31])[N-][Si:25]([CH3:32])([CH3:31])[CH3:24].[Li+].C1[CH2:38][O:37][CH2:36][CH2:35]1, predict the reaction product. The product is: [Cl:1][C:2]1[S:10][C:9]2[S:8](=[O:12])(=[O:11])[N:7]([CH2:38][O:37][CH2:36][CH2:35][Si:25]([CH3:32])([CH3:31])[CH3:24])[CH2:6][C:5]([C:14]3[CH:23]=[CH:22][C:21]4[C:16](=[CH:17][CH:18]=[CH:19][CH:20]=4)[CH:15]=3)([OH:13])[C:4]=2[CH:3]=1.